This data is from Catalyst prediction with 721,799 reactions and 888 catalyst types from USPTO. The task is: Predict which catalyst facilitates the given reaction. (1) Reactant: [F:1][CH:2]([C:4]1[N:9]=[CH:8][NH:7][C:6](=[O:10])[CH:5]=1)[CH3:3].[I:11]Cl.II.ClCl. Product: [F:1][CH:2]([C:4]1[N:9]=[CH:8][NH:7][C:6](=[O:10])[C:5]=1[I:11])[CH3:3]. The catalyst class is: 15. (2) Reactant: [CH3:1][N:2]1[CH2:7][CH2:6][N:5]([C:8]2[N:13]=[C:12]([N:14]3[CH2:19][CH2:18][CH:17]([CH3:20])[CH2:16][CH2:15]3)[C:11]([N+:21]([O-])=O)=[CH:10][CH:9]=2)[C:4](=[O:24])[CH2:3]1.[C:25]([C:27]1[O:31][C:30]([C:32](Cl)=[O:33])=[CH:29][CH:28]=1)#[N:26].C(C1OC(C(O)=O)=CC=1)#N. The catalyst class is: 2. Product: [CH3:20][CH:17]1[CH2:18][CH2:19][N:14]([C:12]2[C:11]([NH:21][C:32]([C:30]3[O:31][C:27]([C:25]#[N:26])=[CH:28][CH:29]=3)=[O:33])=[CH:10][CH:9]=[C:8]([N:5]3[CH2:6][CH2:7][N:2]([CH3:1])[CH2:3][C:4]3=[O:24])[N:13]=2)[CH2:15][CH2:16]1. (3) Reactant: [C:1]([O:9][C@@H:10]1[CH2:18][C@@H:13]2[O:14][C:15](=[O:17])[CH2:16][C@@H:12]2[C@H:11]1[CH:19]=O)(=[O:8])[C:2]1[CH:7]=[CH:6][CH:5]=[CH:4][CH:3]=1.[Cl-].[Li+].[O:23]=[C:24]([CH2:32][O:33][C:34]1[CH:39]=[CH:38][CH:37]=[CH:36][CH:35]=1)[CH2:25]P(=O)(OC)OC.C(N(CC)CC)C.C(O)(=O)CC(CC(O)=O)(C(O)=O)O. Product: [C:1]([O:9][C@@H:10]1[CH2:18][C@@H:13]2[O:14][C:15](=[O:17])[CH2:16][C@@H:12]2[C@H:11]1/[CH:19]=[CH:25]/[C:24](=[O:23])[CH2:32][O:33][C:34]1[CH:39]=[CH:38][CH:37]=[CH:36][CH:35]=1)(=[O:8])[C:2]1[CH:3]=[CH:4][CH:5]=[CH:6][CH:7]=1. The catalyst class is: 489. (4) Reactant: C(OC(=O)[NH:10]/[C:11](/[NH:23][C:24]1[C:25]([CH3:41])=[N:26][CH:27]=[C:28]([CH2:30][CH2:31][CH2:32][NH:33][C:34]([O:36][C:37]([CH3:40])([CH3:39])[CH3:38])=[O:35])[CH:29]=1)=[N:12]\C(=O)OCC1C=CC=CC=1)C1C=CC=CC=1. Product: [NH2:12][C:11]([NH:23][C:24]1[CH:29]=[C:28]([CH2:30][CH2:31][CH2:32][NH:33][C:34](=[O:35])[O:36][C:37]([CH3:39])([CH3:38])[CH3:40])[CH:27]=[N:26][C:25]=1[CH3:41])=[NH:10]. The catalyst class is: 105.